From a dataset of Forward reaction prediction with 1.9M reactions from USPTO patents (1976-2016). Predict the product of the given reaction. (1) Given the reactants Cl.[NH2:2][C@@H:3]1[CH2:8][CH2:7][C@H:6]([NH:9][C:10](=[O:27])[C:11]2[CH:16]=[C:15]([F:17])[CH:14]=[N:13][C:12]=2[O:18][C:19]2[CH:24]=[CH:23][CH:22]=[C:21]([S:25][CH3:26])[CH:20]=2)[CH2:5][CH2:4]1.C(N(CC)CC)C.[CH:35]1([C:38](O)=[O:39])[CH2:37][CH2:36]1.Cl.CN(C)CCCN=C=NCC.ON1C2C=CC=CC=2N=N1, predict the reaction product. The product is: [CH:35]1([C:38]([NH:2][C@@H:3]2[CH2:8][CH2:7][C@H:6]([NH:9][C:10](=[O:27])[C:11]3[CH:16]=[C:15]([F:17])[CH:14]=[N:13][C:12]=3[O:18][C:19]3[CH:24]=[CH:23][CH:22]=[C:21]([S:25][CH3:26])[CH:20]=3)[CH2:5][CH2:4]2)=[O:39])[CH2:37][CH2:36]1. (2) Given the reactants [CH3:1][O:2][C:3]1[CH:4]=[C:5]2[C:10](=[CH:11][CH:12]=1)[CH2:9][NH:8][CH2:7][CH2:6]2.[CH:13]([O:16][C:17]1[CH:25]=[CH:24][C:23]([S:26]([CH3:29])(=[O:28])=[O:27])=[CH:22][C:18]=1[C:19](O)=[O:20])([CH3:15])[CH3:14], predict the reaction product. The product is: [CH:13]([O:16][C:17]1[CH:25]=[CH:24][C:23]([S:26]([CH3:29])(=[O:28])=[O:27])=[CH:22][C:18]=1[C:19]([N:8]1[CH2:7][CH2:6][C:5]2[C:10](=[CH:11][CH:12]=[C:3]([O:2][CH3:1])[CH:4]=2)[CH2:9]1)=[O:20])([CH3:15])[CH3:14]. (3) Given the reactants [C:1]([NH:8][S:9]([CH:12]1[CH2:14][CH2:13]1)(=[O:11])=[O:10])([O:3][C:4]([CH3:7])([CH3:6])[CH3:5])=[O:2].[Li]CCCC.Br[CH2:21][C:22]1[CH:27]=[CH:26][CH:25]=[CH:24][CH:23]=1.[OH2:28], predict the reaction product. The product is: [C:1]([NH:8][S:9]([C:12]1([O:28][CH2:21][C:22]2[CH:27]=[CH:26][CH:25]=[CH:24][CH:23]=2)[CH2:14][CH2:13]1)(=[O:10])=[O:11])([O:3][C:4]([CH3:7])([CH3:6])[CH3:5])=[O:2]. (4) Given the reactants [Cl:1][C:2]1[CH:7]=[CH:6][C:5]([C:8]2[N:12]=[C:11]([CH2:13][CH3:14])[O:10][N:9]=2)=[CH:4][CH:3]=1.C1C(=O)N([Br:22])C(=O)C1.CC(N=NC(C#N)(C)C)(C#N)C, predict the reaction product. The product is: [Br:22][CH:13]([C:11]1[O:10][N:9]=[C:8]([C:5]2[CH:4]=[CH:3][C:2]([Cl:1])=[CH:7][CH:6]=2)[N:12]=1)[CH3:14]. (5) Given the reactants [F:1][C:2]([F:19])([C:13]1[CH:18]=[CH:17][CH:16]=[CH:15][CH:14]=1)[CH2:3][O:4][CH:5]=[CH:6][CH:7]([OH:12])[CH2:8][CH2:9][CH2:10][CH3:11].C1(CCCCOCCC=O)C=CC=CC=1, predict the reaction product. The product is: [F:1][C:2]([F:19])([C:13]1[CH:14]=[CH:15][CH:16]=[CH:17][CH:18]=1)[CH2:3][O:4][CH2:5][CH2:6][C:7](=[O:12])[CH2:8][CH2:9][CH:10]=[CH2:11].